Dataset: Forward reaction prediction with 1.9M reactions from USPTO patents (1976-2016). Task: Predict the product of the given reaction. (1) Given the reactants [CH3:1][C:2]1[N:3]=[CH:4][O:5][C:6]=1[C:7]([OH:9])=O.O1CCCC1.C(Cl)(=O)C(Cl)=O.[NH2:21][C:22]1[CH:23]=[C:24]([CH:41]=[CH:42][CH:43]=1)[O:25][C:26]1[CH:27]=[CH:28][C:29]2[N:30]([N:32]=[C:33]([NH:35][C:36]([CH:38]3[CH2:40][CH2:39]3)=[O:37])[N:34]=2)[CH:31]=1, predict the reaction product. The product is: [CH:38]1([C:36]([NH:35][C:33]2[N:34]=[C:29]3[CH:28]=[CH:27][C:26]([O:25][C:24]4[CH:23]=[C:22]([NH:21][C:7]([C:6]5[O:5][CH:4]=[N:3][C:2]=5[CH3:1])=[O:9])[CH:43]=[CH:42][CH:41]=4)=[CH:31][N:30]3[N:32]=2)=[O:37])[CH2:39][CH2:40]1. (2) Given the reactants [OH-].[Li+].[CH3:3][C:4]([CH3:37])([O:6][C:7]([N:9](C(OC(C)(C)C)=O)[C:10]1[N:15]=[C:14]([C:16]2[CH:17]=[CH:18][C:19]3[N:20]([CH:22]=[C:23]([C:25]([O:27]CC)=[O:26])[N:24]=3)[CH:21]=2)[CH:13]=[CH:12][CH:11]=1)=[O:8])[CH3:5].O1CCCC1.Cl.Cl, predict the reaction product. The product is: [CH3:5][C:4]([CH3:37])([O:6][C:7]([NH:9][C:10]1[N:15]=[C:14]([C:16]2[CH:17]=[CH:18][C:19]3[N:20]([CH:22]=[C:23]([C:25]([OH:27])=[O:26])[N:24]=3)[CH:21]=2)[CH:13]=[CH:12][CH:11]=1)=[O:8])[CH3:3]. (3) Given the reactants C(OC([N:8]1[CH2:13][CH2:12][N:11]([C:14]([C:16]2[N:17]=[C:18]([CH3:28])[S:19][C:20]=2[C:21]2[CH:26]=[CH:25][C:24]([F:27])=[CH:23][CH:22]=2)=[O:15])[CH:10]([CH2:29][C:30]2[O:31][CH:32]=[C:33]([C:35]3[CH:40]=[CH:39][C:38]([F:41])=[CH:37][CH:36]=3)[N:34]=2)[CH2:9]1)=O)(C)(C)C, predict the reaction product. The product is: [F:27][C:24]1[CH:25]=[CH:26][C:21]([C:20]2[S:19][C:18]([CH3:28])=[N:17][C:16]=2[C:14]([N:11]2[CH2:12][CH2:13][NH:8][CH2:9][CH:10]2[CH2:29][C:30]2[O:31][CH:32]=[C:33]([C:35]3[CH:36]=[CH:37][C:38]([F:41])=[CH:39][CH:40]=3)[N:34]=2)=[O:15])=[CH:22][CH:23]=1.